Task: Predict the product of the given reaction.. Dataset: Forward reaction prediction with 1.9M reactions from USPTO patents (1976-2016) (1) Given the reactants [CH3:1][C:2]1[CH:7]=[C:6]([O:8][C:9]2[C:10]([C:26]([NH:28]CC3C=CC(OC)=CC=3)=[O:27])=[C:11]([NH:17][C:18]3[CH:23]=[CH:22][C:21]([I:24])=[CH:20][C:19]=3[F:25])[N:12]([CH3:16])[C:13](=[O:15])[CH:14]=2)[CH:5]=[CH:4][N:3]=1.[Cl-].[Al+3].[Cl-].[Cl-].C(OCC)(=O)C.O, predict the reaction product. The product is: [F:25][C:19]1[CH:20]=[C:21]([I:24])[CH:22]=[CH:23][C:18]=1[NH:17][C:11]1[N:12]([CH3:16])[C:13](=[O:15])[CH:14]=[C:9]([O:8][C:6]2[CH:5]=[CH:4][N:3]=[C:2]([CH3:1])[CH:7]=2)[C:10]=1[C:26]([NH2:28])=[O:27]. (2) The product is: [Cl:26][C:27]1[CH:28]=[C:29]([NH:23][C:24]([NH:11][NH:10][C:8]([C:6]2[CH:7]=[CH:2][CH:3]=[C:4]([O:12][C:13]3[CH:18]=[CH:17][CH:16]=[C:15]([C:19]([F:22])([F:21])[F:20])[CH:14]=3)[CH:5]=2)=[O:9])=[S:25])[CH:30]=[CH:31][C:32]=1[Cl:33]. Given the reactants O[C:2]1[CH:3]=[C:4]([O:12][C:13]2[CH:18]=[CH:17][CH:16]=[C:15]([C:19]([F:22])([F:21])[F:20])[CH:14]=2)[CH:5]=[C:6]([C:8]([NH:10][NH2:11])=[O:9])[CH:7]=1.[N-:23]=[C:24]=[S:25].[Cl:26][C:27]1[CH:28]=[CH:29][CH:30]=[CH:31][C:32]=1[Cl:33], predict the reaction product. (3) Given the reactants C1([Li])C=CC=CC=1.[Cl-].COC[P+](C1C=CC=CC=1)(C1C=CC=CC=1)C1C=CC=CC=1.[F:31][C:32]1[C:37]([F:38])=[C:36]([F:39])[CH:35]=[C:34]([C:40]2[CH:45]=[CH:44][C:43]([CH:46]3[CH2:51][CH2:50][CH:49]([CH2:52][CH2:53][CH3:54])[CH2:48][CH2:47]3)=[CH:42][CH:41]=2)[C:33]=1C=O.C1CCCCC1.[CH2:63]([O:65][CH2:66][CH3:67])C, predict the reaction product. The product is: [F:31][C:32]1[C:33]([CH:67]=[CH:66][O:65][CH3:63])=[C:34]([C:40]2[CH:45]=[CH:44][C:43]([CH:46]3[CH2:51][CH2:50][CH:49]([CH2:52][CH2:53][CH3:54])[CH2:48][CH2:47]3)=[CH:42][CH:41]=2)[CH:35]=[C:36]([F:39])[C:37]=1[F:38]. (4) Given the reactants Cl.[CH3:2][O:3][C:4]1[CH:5]=[C:6]([NH:12][C:13]2[C:14]3[N:15]([CH:28]=[CH:29][N:30]=3)[CH:16]=[C:17]([C:19]3[CH:20]=[C:21]([CH:25]=[CH:26][CH:27]=3)C(O)=O)[N:18]=2)[CH:7]=[CH:8][C:9]=1[O:10][CH3:11].[NH2:31][C:32]1[CH:41]=[CH:40][C:35]([C:36]([O:38][CH3:39])=[O:37])=[CH:34][C:33]=1[CH3:42].F[P-](F)(F)(F)(F)F.N1(O[P+](N(C)C)(N(C)C)N(C)C)C2C=CC=CC=2N=N1.CN1CC[O:74][CH2:73]C1.F[P-](F)(F)(F)(F)F.N1(O[P+](N2CCCC2)(N2CCCC2)N2CCCC2)C2C=CC=CC=2N=N1, predict the reaction product. The product is: [CH3:2][O:3][C:4]1[CH:5]=[C:6]([NH:12][C:13]2[C:14]3[N:15]([CH:28]=[CH:29][N:30]=3)[CH:16]=[C:17]([C:19]3[CH:20]=[C:21]([CH:25]=[CH:26][CH:27]=3)[C:73]([NH:31][C:32]3[CH:41]=[CH:40][C:35]([C:36]([O:38][CH3:39])=[O:37])=[CH:34][C:33]=3[CH3:42])=[O:74])[N:18]=2)[CH:7]=[CH:8][C:9]=1[O:10][CH3:11]. (5) Given the reactants [F:1][C:2]1[CH:7]=[C:6]([B:8]2[O:12][C:11]([CH3:14])([CH3:13])[C:10]([CH3:16])([CH3:15])[O:9]2)[CH:5]=[CH:4][C:3]=1[OH:17].Cl[CH2:19][C:20]1[CH:25]=[CH:24][CH:23]=[CH:22][N:21]=1.C([O-])([O-])=O.[K+].[K+], predict the reaction product. The product is: [F:1][C:2]1[CH:7]=[C:6]([B:8]2[O:12][C:11]([CH3:13])([CH3:14])[C:10]([CH3:16])([CH3:15])[O:9]2)[CH:5]=[CH:4][C:3]=1[O:17][CH2:19][C:20]1[CH:25]=[CH:24][CH:23]=[CH:22][N:21]=1.